This data is from Full USPTO retrosynthesis dataset with 1.9M reactions from patents (1976-2016). The task is: Predict the reactants needed to synthesize the given product. (1) Given the product [C:25]([N:28]1[C:37]2[C:32](=[CH:33][C:34]([NH:38][C:59](=[O:60])[C:58]3[CH:62]=[CH:63][CH:64]=[CH:65][C:57]=3[O:56][C:54]([C:51]3[CH:50]=[CH:49][C:48]([CH3:66])=[CH:53][CH:52]=3)=[O:55])=[CH:35][CH:36]=2)[C:31]([C:40]2[CH:45]=[CH:44][CH:43]=[CH:42][CH:41]=2)([CH3:39])[CH2:30][C:29]1([CH3:47])[CH3:46])(=[O:27])[CH3:26], predict the reactants needed to synthesize it. The reactants are: CN(C(ON1N=NC2C=CC=NC1=2)=[N+](C)C)C.F[P-](F)(F)(F)(F)F.[C:25]([N:28]1[C:37]2[C:32](=[CH:33][C:34]([NH2:38])=[CH:35][CH:36]=2)[C:31]([C:40]2[CH:45]=[CH:44][CH:43]=[CH:42][CH:41]=2)([CH3:39])[CH2:30][C:29]1([CH3:47])[CH3:46])(=[O:27])[CH3:26].[C:48]1([CH3:66])[CH:53]=[CH:52][C:51]([C:54]([O:56][C:57]2[CH:65]=[CH:64][CH:63]=[CH:62][C:58]=2[C:59](O)=[O:60])=[O:55])=[CH:50][CH:49]=1.C(N(CC)C(C)C)(C)C. (2) Given the product [F:1][C:2]([F:27])([F:26])[C:3]1[CH:25]=[CH:24][CH:23]=[CH:22][C:4]=1[O:5][CH:6]1[CH2:11][CH2:10][N:9]([C:12]2[CH:21]=[CH:20][C:15]([C:16]([NH:29][NH2:30])=[O:17])=[CH:14][CH:13]=2)[CH2:8][CH2:7]1, predict the reactants needed to synthesize it. The reactants are: [F:1][C:2]([F:27])([F:26])[C:3]1[CH:25]=[CH:24][CH:23]=[CH:22][C:4]=1[O:5][CH:6]1[CH2:11][CH2:10][N:9]([C:12]2[CH:21]=[CH:20][C:15]([C:16](OC)=[O:17])=[CH:14][CH:13]=2)[CH2:8][CH2:7]1.O.[NH2:29][NH2:30].C1(C)C=CC=CC=1. (3) Given the product [CH3:1][O:2][C:3](=[O:24])[CH:4]([N:16]1[C:20]([CH3:21])=[CH:19][C:18]([Cl:22])=[C:17]1[CH3:23])[CH2:5][C:6]1[CH:11]=[CH:10][C:9]([OH:12])=[CH:8][CH:7]=1, predict the reactants needed to synthesize it. The reactants are: [CH3:1][O:2][C:3](=[O:24])[C@@H:4]([N:16]1[C:20]([CH3:21])=[CH:19][C:18]([Cl:22])=[C:17]1[CH3:23])[CH2:5][C:6]1[CH:11]=[CH:10][C:9]([O:12]C(=O)C)=[CH:8][CH:7]=1.C([O-])([O-])=O.[K+].[K+].CCOC(C)=O. (4) Given the product [CH:46]([OH:47])=[O:66].[CH:59]12[N:62]([CH2:46][CH2:45][O:44][C:43]3[CH:42]=[C:41]([N:7]4[C:8]([NH:10][C:11]([NH:13][C@@H:14]5[C:23]6[C:18](=[CH:19][CH:20]=[CH:21][CH:22]=6)[C@H:17]([O:24][C:25]6[CH:26]=[CH:27][C:28]7[N:29]([C:31]([N:34]8[CH2:39][CH2:38][CH2:37][CH2:36][C@@H:35]8[CH3:40])=[N:32][N:33]=7)[CH:30]=6)[CH2:16][CH2:15]5)=[O:12])=[CH:9][C:5]([C:1]([CH3:4])([CH3:2])[CH3:3])=[N:6]4)[CH:54]=[CH:53][CH:52]=3)[CH:55]([CH2:61][CH2:60]1)[CH2:56][CH2:57][CH2:58]2, predict the reactants needed to synthesize it. The reactants are: [C:1]([C:5]1[CH:9]=[C:8]([NH:10][C:11]([NH:13][C@@H:14]2[C:23]3[C:18](=[CH:19][CH:20]=[CH:21][CH:22]=3)[C@H:17]([O:24][C:25]3[CH:26]=[CH:27][C:28]4[N:29]([C:31]([N:34]5[CH2:39][CH2:38][CH2:37][CH2:36][C@@H:35]5[CH3:40])=[N:32][N:33]=4)[CH:30]=3)[CH2:16][CH2:15]2)=[O:12])[N:7]([C:41]2[CH:42]=[C:43]([CH:52]=[CH:53][CH:54]=2)[O:44][CH2:45][CH2:46][O:47]S(C)(=O)=O)[N:6]=1)([CH3:4])([CH3:3])[CH3:2].[CH:55]12[NH:62][CH:59]([CH2:60][CH2:61]1)[CH2:58][CH2:57][CH2:56]2.C1C[O:66]CC1. (5) Given the product [CH2:1]([N:8]1[C:9]2[CH:14]=[C:13]([N:15]3[CH2:16][CH2:17][N:18]([CH3:21])[CH2:19][CH2:20]3)[CH:12]=[CH:11][C:10]=2[N:22]=[C:23]1[C:25]1[CH:30]=[C:29]([CH3:31])[C:28](=[O:32])[N:27]([CH3:33])[CH:26]=1)[C:2]1[CH:7]=[CH:6][CH:5]=[CH:4][CH:3]=1, predict the reactants needed to synthesize it. The reactants are: [CH2:1]([NH:8][C:9]1[CH:14]=[C:13]([N:15]2[CH2:20][CH2:19][N:18]([CH3:21])[CH2:17][CH2:16]2)[CH:12]=[CH:11][C:10]=1[NH:22][C:23]([C:25]1[CH:30]=[C:29]([CH3:31])[C:28](=[O:32])[N:27]([CH3:33])[CH:26]=1)=O)[C:2]1[CH:7]=[CH:6][CH:5]=[CH:4][CH:3]=1. (6) Given the product [CH:1]1[C:2]([NH2:15])=[N+:3]([O-:14])[C:4]([NH2:13])=[N:5][C:6]=1[N:7]1[CH2:12][CH2:11][CH2:10][CH2:9][CH2:8]1.[C:20]([OH:28])(=[O:27])[C:21]1[CH:26]=[CH:25][CH:24]=[CH:23][CH:22]=1, predict the reactants needed to synthesize it. The reactants are: [CH:1]1[C:2]([NH2:15])=[N+:3]([O-:14])[C:4]([NH2:13])=[N:5][C:6]=1[N:7]1[CH2:12][CH2:11][CH2:10][CH2:9][CH2:8]1.C(O)(C)C.[C:20]([OH:28])(=[O:27])[C:21]1[CH:26]=[CH:25][CH:24]=[CH:23][CH:22]=1. (7) The reactants are: Cl[C:2]1[CH:11]=[CH:10][C:9]2[N:8]=[CH:7][C:6]3[CH2:12][O:13]C(=O)[N:15]([C:16]4[CH:21]=[CH:20][C:19]([N:22]5[CH2:27][CH2:26][N:25]([C:28]([O:30][C:31]([CH3:34])([CH3:33])[CH3:32])=[O:29])[CH2:24][CH2:23]5)=[C:18]([C:35]([F:38])([F:37])[F:36])[CH:17]=4)[C:5]=3[C:4]=2[CH:3]=1.[N:40]1[C:49]2[C:44](=[CH:45][CH:46]=[CH:47][CH:48]=2)[CH:43]=[C:42](B(O)O)[CH:41]=1.CC(C1C=C(C(C)C)C(C2C(P(C(C)(C)C)C(C)(C)C)=CC=CC=2)=C(C(C)C)C=1)C.C([O-])([O-])=O.[Na+].[Na+]. Given the product [OH:13][CH2:12][C:6]1[CH:7]=[N:8][C:9]2[C:4]([C:5]=1[NH:15][C:16]1[CH:21]=[CH:20][C:19]([N:22]3[CH2:23][CH2:24][N:25]([C:28]([O:30][C:31]([CH3:32])([CH3:33])[CH3:34])=[O:29])[CH2:26][CH2:27]3)=[C:18]([C:35]([F:38])([F:37])[F:36])[CH:17]=1)=[CH:3][C:2]([C:42]1[CH:41]=[N:40][C:49]3[C:44]([CH:43]=1)=[CH:45][CH:46]=[CH:47][CH:48]=3)=[CH:11][CH:10]=2, predict the reactants needed to synthesize it. (8) Given the product [CH3:6][CH:7]1[O:8][CH2:9][CH2:10][C:11]21[O:12][C:16](=[O:17])[C:15](=[CH2:14])[CH2:21]2, predict the reactants needed to synthesize it. The reactants are: Cl[Si](C)(C)C.[CH3:6][CH:7]1[C:11](=[O:12])[CH2:10][CH2:9][O:8]1.Br[CH2:14][C:15](=[CH2:21])[C:16](OCC)=[O:17].[Cl-].[NH4+]. (9) Given the product [CH3:5][N:6]1[CH2:11][CH2:10][N:9]([CH2:2][C:3]#[CH:4])[CH2:8][CH2:7]1, predict the reactants needed to synthesize it. The reactants are: Br[CH2:2][C:3]#[CH:4].[CH3:5][N:6]1[CH2:11][CH2:10][NH:9][CH2:8][CH2:7]1.C([O-])([O-])=O.[K+].[K+]. (10) Given the product [CH2:1]([C:5]1[CH:6]=[CH:7][C:8]([C:11]2[O:15][N:14]=[C:13]([C:16]3[O:17][C:18]4[CH2:24][CH2:23][CH2:22][CH:21]([N:51]5[CH2:54][CH:53]([C:55]([O:57][CH2:58][CH3:59])=[O:56])[CH2:52]5)[C:19]=4[CH:20]=3)[N:12]=2)=[CH:9][CH:10]=1)[CH:2]([CH3:4])[CH3:3], predict the reactants needed to synthesize it. The reactants are: [CH2:1]([C:5]1[CH:10]=[CH:9][C:8]([C:11]2[O:15][N:14]=[C:13]([C:16]3[O:17][C:18]4[CH2:24][CH2:23][CH2:22][CH:21](O)[C:19]=4[CH:20]=3)[N:12]=2)=[CH:7][CH:6]=1)[CH:2]([CH3:4])[CH3:3].C(Br)(Br)(Br)Br.C1(P(C2C=CC=CC=2)C2C=CC=CC=2)C=CC=CC=1.Cl.[NH:51]1[CH2:54][CH:53]([C:55]([O:57][CH2:58][CH3:59])=[O:56])[CH2:52]1.C(N(CC)C(C)C)(C)C.